Dataset: Ames mutagenicity test results for genotoxicity prediction. Task: Regression/Classification. Given a drug SMILES string, predict its toxicity properties. Task type varies by dataset: regression for continuous values (e.g., LD50, hERG inhibition percentage) or binary classification for toxic/non-toxic outcomes (e.g., AMES mutagenicity, cardiotoxicity, hepatotoxicity). Dataset: ames. (1) The drug is Nc1cccc2c1-c1ccccc1C2. The result is 1 (mutagenic). (2) The compound is NC(CSC(F)(F)C(Cl)Br)C(=O)O. The result is 1 (mutagenic). (3) The molecule is N#CC1(O)CCCCC1. The result is 0 (non-mutagenic).